From a dataset of Full USPTO retrosynthesis dataset with 1.9M reactions from patents (1976-2016). Predict the reactants needed to synthesize the given product. Given the product [F:40][C:41]1[C:48]([O:49][CH2:50][CH2:51][CH2:52][C:53]#[CH:54])=[CH:47][CH:46]=[CH:45][C:42]=1[CH2:43][NH:44][C:4](=[O:6])[C:3]1[CH:7]=[CH:8][C:9]([CH3:11])=[N:10][C:2]=1[NH2:1], predict the reactants needed to synthesize it. The reactants are: [NH2:1][C:2]1[N:10]=[C:9]([CH3:11])[CH:8]=[CH:7][C:3]=1[C:4]([OH:6])=O.CN([P+](ON1N=NC2C=CC=CC1=2)(N(C)C)N(C)C)C.F[P-](F)(F)(F)(F)F.Cl.[F:40][C:41]1[C:48]([O:49][CH2:50][CH2:51][CH2:52][C:53]#[CH:54])=[CH:47][CH:46]=[CH:45][C:42]=1[CH2:43][NH2:44].C(=O)(O)[O-].[Na+].